The task is: Predict the reactants needed to synthesize the given product.. This data is from Full USPTO retrosynthesis dataset with 1.9M reactions from patents (1976-2016). (1) Given the product [OH:1][C:2]1[C:3](=[O:16])[N:4]([CH3:15])[C:5]2[C:10]([C:11]=1[C:12]([NH:28][C@H:25]1[C:26]3[C:22](=[CH:21][CH:20]=[C:19]([C:18]([F:17])([F:29])[F:30])[CH:27]=3)[CH2:23][CH2:24]1)=[O:13])=[CH:9][CH:8]=[CH:7][CH:6]=2, predict the reactants needed to synthesize it. The reactants are: [OH:1][C:2]1[C:3](=[O:16])[N:4]([CH3:15])[C:5]2[C:10]([C:11]=1[C:12](Cl)=[O:13])=[CH:9][CH:8]=[CH:7][CH:6]=2.[F:17][C:18]([F:30])([F:29])[C:19]1[CH:27]=[C:26]2[C:22]([CH2:23][CH2:24][C@H:25]2[NH2:28])=[CH:21][CH:20]=1.Cl.FC(F)(F)C1C=C2C(CC[C@H]2N)=CC=1. (2) Given the product [Cl:19][C:20]1[CH:21]=[C:22]([NH:1][C:2]2[CH:3]=[CH:4][C:5]3[N:10]([CH3:11])[C:9](=[O:12])[O:8][C:7]([CH2:13][CH3:14])([CH2:15][CH3:16])[C:6]=3[C:17]=2[F:18])[CH:23]=[CH:24][C:25]=1[F:26], predict the reactants needed to synthesize it. The reactants are: [NH2:1][C:2]1[CH:3]=[CH:4][C:5]2[N:10]([CH3:11])[C:9](=[O:12])[O:8][C:7]([CH2:15][CH3:16])([CH2:13][CH3:14])[C:6]=2[C:17]=1[F:18].[Cl:19][C:20]1[CH:21]=[C:22](B(O)O)[CH:23]=[CH:24][C:25]=1[F:26]. (3) Given the product [CH3:33][C@@H:30]([CH2:31][CH3:32])[C@H:21]([NH:20][C:18](=[O:19])[O:17][C:13]([CH3:14])([CH3:15])[CH3:16])[C:22](=[O:23])[NH:24][CH2:25][CH2:26][C:27](=[O:29])[NH:20][C:21](=[O:12])[CH2:22][C:2]1[CH:3]=[CH:4][C:5]([CH2:33][CH2:30][CH2:31][CH2:32][C:2]2[CH:7]=[CH:6][CH:5]=[CH:4][CH:3]=2)=[CH:6][CH:7]=1, predict the reactants needed to synthesize it. The reactants are: Cl.[CH:2]1[CH:3]=[CH:4][C:5]2N(O)N=N[C:6]=2[CH:7]=1.[OH2:12].[C:13]([O:17][C:18]([NH:20][C@@H:21]([C@@H:30]([CH3:33])[CH2:31][CH3:32])[C:22]([NH:24][CH2:25][CH2:26][C:27]([OH:29])=O)=[O:23])=[O:19])([CH3:16])([CH3:15])[CH3:14]. (4) Given the product [C:4]([C:3]1[CH:6]=[C:7]([CH:8]=[CH:9][C:2]=1[F:1])[CH2:10][N:15]1[CH2:14][CH2:13][N:12]([C:18]([O:20][C:21]([CH3:24])([CH3:23])[CH3:22])=[O:19])[CH2:17][CH2:16]1)#[N:5], predict the reactants needed to synthesize it. The reactants are: [F:1][C:2]1[CH:9]=[CH:8][C:7]([CH:10]=O)=[CH:6][C:3]=1[C:4]#[N:5].[N:12]1([C:18]([O:20][C:21]([CH3:24])([CH3:23])[CH3:22])=[O:19])[CH2:17][CH2:16][NH:15][CH2:14][CH2:13]1.C(O[BH-](OC(=O)C)OC(=O)C)(=O)C.[Na+].C([O-])(O)=O.[Na+]. (5) Given the product [CH2:35]([O:34][C:32](=[O:33])[NH:31][CH2:30][C:29]([N:13]1[CH2:14][CH:15]([C:16](=[O:28])[NH:17][C:18]2[C:27]3[C:22](=[CH:23][CH:24]=[CH:25][CH:26]=3)[CH:21]=[CH:20][CH:19]=2)[CH:9]2[NH:8][CH2:12][CH2:11][CH:10]12)=[O:42])[C:36]1[CH:37]=[CH:38][CH:39]=[CH:40][CH:41]=1, predict the reactants needed to synthesize it. The reactants are: C(OC([N:8]1[CH2:12][CH2:11][CH:10]2[N:13]([C:29](=[O:42])[CH2:30][NH:31][C:32]([O:34][CH2:35][C:36]3[CH:41]=[CH:40][CH:39]=[CH:38][CH:37]=3)=[O:33])[CH2:14][CH:15]([C:16](=[O:28])[NH:17][C:18]3[C:27]4[C:22](=[CH:23][CH:24]=[CH:25][CH:26]=4)[CH:21]=[CH:20][CH:19]=3)[CH:9]12)=O)(C)(C)C.C(O)(C(F)(F)F)=O. (6) The reactants are: [H-].C([Al+]CC(C)C)C(C)C.[CH2:11]([N:18]1[C:25](=O)[CH2:24][CH:23]2[CH2:27][CH:19]1[CH2:20][CH2:21][CH:22]2[O:28]C(=O)C)[C:12]1[CH:17]=[CH:16][CH:15]=[CH:14][CH:13]=1. Given the product [CH2:11]([N:18]1[CH2:25][CH2:24][CH:23]2[CH2:27][CH:19]1[CH2:20][CH2:21][CH:22]2[OH:28])[C:12]1[CH:13]=[CH:14][CH:15]=[CH:16][CH:17]=1, predict the reactants needed to synthesize it. (7) Given the product [Br:21][C:22]1[CH:23]=[C:24]([N:28]2[C:5]([C:7]3[C:12](=[O:13])[CH:11]=[CH:10][N:9]([C:14]4[CH:19]=[CH:18][CH:17]=[CH:16][CH:15]=4)[N:8]=3)=[CH:4][CH:3]=[N:2]2)[CH:25]=[CH:26][CH:27]=1, predict the reactants needed to synthesize it. The reactants are: C[N:2](C)/[CH:3]=[CH:4]/[C:5]([C:7]1[C:12](=[O:13])[CH:11]=[CH:10][N:9]([C:14]2[CH:19]=[CH:18][CH:17]=[CH:16][CH:15]=2)[N:8]=1)=O.[Br:21][C:22]1[CH:23]=[C:24]([NH:28]N)[CH:25]=[CH:26][CH:27]=1. (8) Given the product [CH3:11][C@@:6]1([C:4]([O:3][CH3:2])=[O:5])[CH2:10][CH2:9][CH2:8][N:7]1[C:13](=[O:14])[CH2:16][S:17][C:18]1[N:22]([CH3:23])[C:21]2[CH:24]=[CH:25][CH:26]=[CH:27][C:20]=2[N:19]=1, predict the reactants needed to synthesize it. The reactants are: [Cl-].[CH3:2][O:3][C:4]([C@:6]1([CH3:11])[CH2:10][CH2:9][CH2:8][NH2+:7]1)=[O:5].[Cl-].[C:13]([CH2:16][S:17][C:18]1[N:22]([CH3:23])[C:21]2[CH:24]=[CH:25][CH:26]=[CH:27][C:20]=2[NH+:19]=1)(O)=[O:14].O.ON1C2C=CC=CC=2N=N1.C(N(CC)CC)C.C(Cl)CCl. (9) The reactants are: Cl.[C:2]([O:6][C:7](=[O:13])[C@@H:8]([CH2:10][O:11][CH3:12])[NH2:9])([CH3:5])([CH3:4])[CH3:3].CCN(CC)CC.[Cl:21][C:22]1[C:31]2[C:26](=[CH:27][CH:28]=[C:29]([S:32](Cl)(=[O:34])=[O:33])[CH:30]=2)[C:25]([Cl:36])=[CH:24][N:23]=1. Given the product [C:2]([O:6][C:7](=[O:13])[C@@H:8]([CH2:10][O:11][CH3:12])[NH:9][S:32]([C:29]1[CH:30]=[C:31]2[C:26]([C:25]([Cl:36])=[CH:24][N:23]=[C:22]2[Cl:21])=[CH:27][CH:28]=1)(=[O:34])=[O:33])([CH3:5])([CH3:4])[CH3:3], predict the reactants needed to synthesize it. (10) Given the product [Br:24][CH2:20][C:27]1[CH:28]=[C:29]([CH:34]=[C:35]([CH2:37][C:38]2[C:39]([C:49]3[CH:54]=[CH:53][CH:52]=[CH:51][CH:50]=3)=[N:40][N:41]3[CH:46]=[C:45]([O:47][CH3:48])[CH:44]=[CH:43][C:42]=23)[CH:36]=1)[C:30]([O:32][CH3:33])=[O:31], predict the reactants needed to synthesize it. The reactants are: C1(P(C2C=CC=CC=2)C2C=CC=CC=2)C=CC=CC=1.[C:20]([Br:24])(Br)(Br)Br.OC[C:27]1[CH:28]=[C:29]([CH:34]=[C:35]([CH2:37][C:38]2[C:39]([C:49]3[CH:54]=[CH:53][CH:52]=[CH:51][CH:50]=3)=[N:40][N:41]3[CH:46]=[C:45]([O:47][CH3:48])[CH:44]=[CH:43][C:42]=23)[CH:36]=1)[C:30]([O:32][CH3:33])=[O:31].